From a dataset of Forward reaction prediction with 1.9M reactions from USPTO patents (1976-2016). Predict the product of the given reaction. (1) Given the reactants Cl[C:2]1[CH:7]=[C:6]([CH2:8][O:9][CH3:10])[CH:5]=[C:4]([C:11]([F:14])([F:13])[F:12])[N:3]=1.[CH3:15][N:16]1CCCC1=O, predict the reaction product. The product is: [CH3:10][O:9][CH2:8][C:6]1[CH:5]=[C:4]([C:11]([F:14])([F:13])[F:12])[N:3]=[C:2]([C:15]#[N:16])[CH:7]=1. (2) Given the reactants [CH3:1][N:2]1[CH:6]=[CH:5][N:4]=[C:3]1[S:7]([N:10]1[CH2:14][CH2:13][CH2:12][C@H:11]1[C:15]([O:17]C)=[O:16])(=[O:9])=[O:8], predict the reaction product. The product is: [CH3:1][N:2]1[CH:6]=[CH:5][N:4]=[C:3]1[S:7]([N:10]1[CH2:14][CH2:13][CH2:12][C@H:11]1[C:15]([OH:17])=[O:16])(=[O:8])=[O:9].